This data is from Reaction yield outcomes from USPTO patents with 853,638 reactions. The task is: Predict the reaction yield, written as a fraction of the theoretical maximum amount of product (1.0 means a 100% yield; for example, 0.34 means a 34% yield). The reactants are [Br:1][C:2]1[CH:11]=[C:10]([C:12]([NH:14][CH2:15][C:16]2[CH:21]=[CH:20][CH:19]=[C:18]([N+:22]([O-])=O)[CH:17]=2)=[O:13])[CH:9]=[CH:8][C:3]=1[C:4]([O:6][CH3:7])=[O:5]. The catalyst is O.C(O)(=O)C.[Fe]. The product is [NH2:22][C:18]1[CH:17]=[C:16]([CH2:15][NH:14][C:12]([C:10]2[CH:9]=[CH:8][C:3]([C:4]([O:6][CH3:7])=[O:5])=[C:2]([Br:1])[CH:11]=2)=[O:13])[CH:21]=[CH:20][CH:19]=1. The yield is 0.870.